Dataset: Full USPTO retrosynthesis dataset with 1.9M reactions from patents (1976-2016). Task: Predict the reactants needed to synthesize the given product. (1) Given the product [NH2:1][C:2]1[C:14]([C:15]([NH:34][C:29]2[CH:30]=[N:31][CH:32]=[CH:33][C:28]=2[CH3:27])=[O:17])=[C:5]2[N:6]=[C:7]([C:10]([F:11])([F:12])[F:13])[CH:8]=[CH:9][N:4]2[N:3]=1, predict the reactants needed to synthesize it. The reactants are: [NH2:1][C:2]1[C:14]([C:15]([O:17]N2C3C=CC=CC=3N=N2)=O)=[C:5]2[N:6]=[C:7]([C:10]([F:13])([F:12])[F:11])[CH:8]=[CH:9][N:4]2[N:3]=1.[CH3:27][C:28]1[CH:33]=[CH:32][N:31]=[CH:30][C:29]=1[NH2:34]. (2) Given the product [C:15]([O:14][C:12]([NH:11][C:9]1[O:10][C:4]2[C:5](=[N:6][CH:7]=[C:2]([C:31]3[CH:30]=[N:29][C:28]([C:26]([NH:25][CH3:24])=[O:27])=[CH:33][CH:32]=3)[CH:3]=2)[C:8]=1[C:19]([O:21][CH2:22][CH3:23])=[O:20])=[O:13])([CH3:18])([CH3:17])[CH3:16], predict the reactants needed to synthesize it. The reactants are: Br[C:2]1[CH:3]=[C:4]2[O:10][C:9]([NH:11][C:12]([O:14][C:15]([CH3:18])([CH3:17])[CH3:16])=[O:13])=[C:8]([C:19]([O:21][CH2:22][CH3:23])=[O:20])[C:5]2=[N:6][CH:7]=1.[CH3:24][NH:25][C:26]([C:28]1[CH:33]=[CH:32][C:31](B2OC(C)(C)C(C)(C)O2)=[CH:30][N:29]=1)=[O:27].CCN(C(C)C)C(C)C.